This data is from Forward reaction prediction with 1.9M reactions from USPTO patents (1976-2016). The task is: Predict the product of the given reaction. (1) Given the reactants [F:1][C:2]1[C:8]([F:9])=[C:7](Br)[C:6]([F:11])=[C:5]([F:12])[C:3]=1[NH2:4].[CH3:13][O:14][C:15]1[CH:16]=[C:17](B(O)O)[CH:18]=[CH:19][CH:20]=1.C1(P(C2C=CC=CC=2)C2C=CC=CC=2)C=CC=CC=1.C(=O)([O-])[O-].[K+].[K+], predict the reaction product. The product is: [F:1][C:2]1[C:8]([F:9])=[C:7]([C:19]2[CH:18]=[CH:17][CH:16]=[C:15]([O:14][CH3:13])[CH:20]=2)[C:6]([F:11])=[C:5]([F:12])[C:3]=1[NH2:4]. (2) Given the reactants F[C:2]1[CH:7]=[CH:6][C:5]([S:8]([CH3:11])(=[O:10])=[O:9])=[C:4]([CH3:12])[CH:3]=1.[NH2:13][C:14]1([CH2:19][OH:20])[CH2:18][CH2:17][CH2:16][CH2:15]1.CCN(C(C)C)C(C)C, predict the reaction product. The product is: [CH3:11][S:8]([C:5]1[CH:6]=[CH:7][C:2]([NH:13][C:14]2([CH2:19][OH:20])[CH2:18][CH2:17][CH2:16][CH2:15]2)=[CH:3][C:4]=1[CH3:12])(=[O:10])=[O:9]. (3) Given the reactants [NH2:1][C:2]1[CH:31]=[CH:30][C:5]([CH2:6][C:7]2[NH:15][C:14]3[C:13](=[O:16])[N:12]([CH2:17][C:18]4[CH:23]=[CH:22][CH:21]=[CH:20][C:19]=4[F:24])[C:11](=[O:25])[N:10]([CH2:26][CH2:27][CH2:28][CH3:29])[C:9]=3[N:8]=2)=[CH:4][CH:3]=1.[Cl:32][C:33]1[N:37]([CH3:38])[N:36]=[C:35]([CH3:39])[C:34]=1[S:40](Cl)(=[O:42])=[O:41], predict the reaction product. The product is: [CH2:26]([N:10]1[C:9]2[N:8]=[C:7]([CH2:6][C:5]3[CH:4]=[CH:3][C:2]([NH:1][S:40]([C:34]4[C:35]([CH3:39])=[N:36][N:37]([CH3:38])[C:33]=4[Cl:32])(=[O:41])=[O:42])=[CH:31][CH:30]=3)[NH:15][C:14]=2[C:13](=[O:16])[N:12]([CH2:17][C:18]2[CH:23]=[CH:22][CH:21]=[CH:20][C:19]=2[F:24])[C:11]1=[O:25])[CH2:27][CH2:28][CH3:29]. (4) Given the reactants [CH3:1][C:2]1[CH:3]=[N:4][CH:5]=[C:6]([CH:11]=1)[C:7]([O:9][CH3:10])=[O:8].[Br:12]N1C(=O)CCC1=O, predict the reaction product. The product is: [Br:12][CH2:1][C:2]1[CH:3]=[N:4][CH:5]=[C:6]([CH:11]=1)[C:7]([O:9][CH3:10])=[O:8]. (5) Given the reactants COC1C=C(C[N:12]2[C:16](=[O:17])[C:15]([C:18]3[CH:23]=[CH:22][C:21]([C:24]([F:27])([F:26])[F:25])=[CH:20][CH:19]=3)=[C:14]([CH3:28])[C:13]2=[O:29])C=CC=1OC.C(O)(C(F)(F)F)=O.OS(O)(=O)=O, predict the reaction product. The product is: [CH3:28][C:14]1[C:13](=[O:29])[NH:12][C:16](=[O:17])[C:15]=1[C:18]1[CH:19]=[CH:20][C:21]([C:24]([F:27])([F:25])[F:26])=[CH:22][CH:23]=1. (6) The product is: [C:8]([C:5]1[CH:6]=[CH:7][C:2]([NH:1][C:56](=[O:57])[C:55]2[CH:59]=[CH:60][CH:61]=[C:53]([S:50]([N:44]3[CH2:49][CH2:48][CH2:47][CH2:46][CH2:45]3)(=[O:52])=[O:51])[CH:54]=2)=[CH:3][CH:4]=1)(=[O:10])[CH3:9]. Given the reactants [NH2:1][C:2]1[CH:7]=[CH:6][C:5]([C:8](=[O:10])[CH3:9])=[CH:4][CH:3]=1.F[P-](F)(F)(F)(F)F.N1(OC(N(C)C)=[N+](C)C)C2N=CC=CC=2N=N1.C(N(CC)C(C)C)(C)C.[N:44]1([S:50]([C:53]2[CH:54]=[C:55]([CH:59]=[CH:60][CH:61]=2)[C:56](O)=[O:57])(=[O:52])=[O:51])[CH2:49][CH2:48][CH2:47][CH2:46][CH2:45]1, predict the reaction product.